This data is from Full USPTO retrosynthesis dataset with 1.9M reactions from patents (1976-2016). The task is: Predict the reactants needed to synthesize the given product. (1) Given the product [NH:13]1[C:14]2[CH:19]=[CH:18][CH:17]=[CH:16][C:15]=2[N:11]=[C:12]1[C@H:8]([NH:9][C:10]([NH:35][CH2:34][C:29]1[CH:30]=[CH:31][CH:32]=[CH:33][C:28]=1[O:27][CH2:26][C:25]([F:24])([F:36])[F:37])=[O:20])[CH2:7][C:6]1[CH:5]=[CH:4][C:3]([O:2][CH3:1])=[CH:22][CH:21]=1, predict the reactants needed to synthesize it. The reactants are: [CH3:1][O:2][C:3]1[CH:22]=[CH:21][C:6]([CH2:7][C@@H:8]2[C:12]3=[N:13][C:14]4[CH:19]=[CH:18][CH:17]=[CH:16][C:15]=4[N:11]3[C:10](=[O:20])[NH:9]2)=[CH:5][CH:4]=1.Cl.[F:24][C:25]([F:37])([F:36])[CH2:26][O:27][C:28]1[CH:33]=[CH:32][CH:31]=[CH:30][C:29]=1[CH2:34][NH2:35]. (2) Given the product [I:30][C:11]1[C:10]2[N:9]=[C:8]([NH:7][CH:2]([CH3:1])[C:3]([CH3:5])([CH3:6])[CH3:4])[C:17]3[CH:18]=[CH:19][N:20]=[CH:21][C:16]=3[C:15]=2[C:14](=[O:22])[NH:13][CH:12]=1, predict the reactants needed to synthesize it. The reactants are: [CH3:1][CH:2]([NH:7][C:8]1[C:17]2[CH:18]=[CH:19][N:20]=[CH:21][C:16]=2[C:15]2[C:14](=[O:22])[NH:13][CH:12]=[CH:11][C:10]=2[N:9]=1)[C:3]([CH3:6])([CH3:5])[CH3:4].C1C(=O)N([I:30])C(=O)C1.C(=O)([O-])O.[Na+].O.O.O.O.O.S([O-])([O-])(=O)=S.[Na+].[Na+]. (3) Given the product [C:1]([O:5][C:6]([C:8]1[C:9]([C:14]2[CH:19]=[CH:18][C:17]([CH2:20][N:21]3[C:25]([CH:26]=[O:27])=[C:24]([CH:34]=[CH2:35])[N:23]=[C:22]3[O:29][CH2:30][CH2:31][CH3:32])=[C:16]([F:33])[CH:15]=2)=[CH:10][CH:11]=[CH:12][CH:13]=1)=[O:7])([CH3:4])([CH3:3])[CH3:2], predict the reactants needed to synthesize it. The reactants are: [C:1]([O:5][C:6]([C:8]1[C:9]([C:14]2[CH:19]=[CH:18][C:17]([CH2:20][N:21]3[C:25]([CH:26]=[O:27])=[C:24](Br)[N:23]=[C:22]3[O:29][CH2:30][CH2:31][CH3:32])=[C:16]([F:33])[CH:15]=2)=[CH:10][CH:11]=[CH:12][CH:13]=1)=[O:7])([CH3:4])([CH3:3])[CH3:2].[CH3:34][CH2:35]OC(C)=O. (4) The reactants are: [CH2:1]([O:8][C:9]1[CH:10]=[CH:11][C:12]([CH3:16])=[C:13]([OH:15])[CH:14]=1)[C:2]1[CH:7]=[CH:6][CH:5]=[CH:4][CH:3]=1.Cl[CH2:18][O:19][CH3:20].O1CCCC1.[H-].[Na+]. Given the product [CH2:1]([O:8][C:9]1[CH:10]=[CH:11][C:12]([CH3:16])=[C:13]([O:15][CH2:18][O:19][CH3:20])[CH:14]=1)[C:2]1[CH:3]=[CH:4][CH:5]=[CH:6][CH:7]=1, predict the reactants needed to synthesize it. (5) The reactants are: [C:1]([O:5][C:6]([NH:8][CH2:9][C@H:10]1[CH2:15][CH2:14][C@H:13]([C:16]([NH:18][C@H:19]([C:50]([O:52]C)=[O:51])[CH2:20][C:21]2[CH:26]=[CH:25][C:24]([C:27]3[CH:32]=[CH:31][C:30]([C:33]([NH:35][CH:36]4[CH2:41][CH2:40][N:39]([C:42]([O:44][C:45]([CH3:48])([CH3:47])[CH3:46])=[O:43])[CH2:38][CH2:37]4)=[O:34])=[CH:29][C:28]=3[CH3:49])=[CH:23][CH:22]=2)=[O:17])[CH2:12][CH2:11]1)=[O:7])([CH3:4])([CH3:3])[CH3:2].[OH-].[Li+].C(O)(=O)C. Given the product [C:1]([O:5][C:6]([NH:8][CH2:9][C@H:10]1[CH2:11][CH2:12][C@H:13]([C:16]([NH:18][C@@H:19]([CH2:20][C:21]2[CH:22]=[CH:23][C:24]([C:27]3[CH:32]=[CH:31][C:30]([C:33](=[O:34])[NH:35][CH:36]4[CH2:41][CH2:40][N:39]([C:42]([O:44][C:45]([CH3:48])([CH3:47])[CH3:46])=[O:43])[CH2:38][CH2:37]4)=[CH:29][C:28]=3[CH3:49])=[CH:25][CH:26]=2)[C:50]([OH:52])=[O:51])=[O:17])[CH2:14][CH2:15]1)=[O:7])([CH3:2])([CH3:4])[CH3:3], predict the reactants needed to synthesize it. (6) Given the product [Cl:1][C:2]1[C:3]2[N:4]([CH:10]=[C:11]([CH2:12][CH3:13])[N:8]=2)[CH:5]=[CH:6][CH:7]=1, predict the reactants needed to synthesize it. The reactants are: [Cl:1][C:2]1[C:3]([NH2:8])=[N:4][CH:5]=[CH:6][CH:7]=1.Br[CH2:10][C:11](=O)[CH2:12][CH3:13].C(=O)(O)[O-].[Na+]. (7) The reactants are: S(O)(O)(=O)=O.[CH3:6][NH:7][NH2:8].C[O-].[Na+].CO.O[C:15](=[C:19]1[C:24](=O)[C:23]2([CH3:29])[C:26]([CH3:28])([CH3:27])[CH:20]1[CH2:21][CH2:22]2)[C:16]([OH:18])=[O:17].OS(O)(=O)=O.[CH3:35][CH2:36]O. Given the product [CH3:6][N:7]1[C:24]2[C:23]3([CH3:29])[C:26]([CH3:28])([CH3:27])[CH:20]([CH2:21][CH2:22]3)[C:19]=2[C:15]([C:16]([O:18][CH2:35][CH3:36])=[O:17])=[N:8]1, predict the reactants needed to synthesize it. (8) The reactants are: C([N:3]([CH2:14][CH3:15])[C:4](=[O:13])[C:5]1[CH:10]=[CH:9][CH:8]=[C:7]([Cl:11])[C:6]=1[CH3:12])C.C(C1[CH2:23][CH2:22][N:21]([CH3:24])[CH2:20][CH2:19]1)#N. Given the product [Cl:11][C:7]1[CH:8]=[CH:9][CH:10]=[C:5]2[C:6]=1[CH:12]=[C:14]([CH:15]1[CH2:23][CH2:22][N:21]([CH3:24])[CH2:20][CH2:19]1)[NH:3][C:4]2=[O:13], predict the reactants needed to synthesize it. (9) Given the product [CH3:1][O:2][C:3]1[CH:4]=[C:5]2[C:10](=[CH:11][C:12]=1[O:13][CH3:14])[N:9]=[CH:8][CH:7]=[C:6]2[O:15][C:16]1[CH:22]=[CH:21][C:19]([NH:20][C:37]([NH:50][C:49]2[NH:45][N:46]=[CH:47][CH:48]=2)=[O:43])=[C:18]([F:23])[CH:17]=1, predict the reactants needed to synthesize it. The reactants are: [CH3:1][O:2][C:3]1[CH:4]=[C:5]2[C:10](=[CH:11][C:12]=1[O:13][CH3:14])[N:9]=[CH:8][CH:7]=[C:6]2[O:15][C:16]1[CH:22]=[CH:21][C:19]([NH2:20])=[C:18]([F:23])[CH:17]=1.C(N(CC)C(C)C)(C)C.ClC(Cl)(O[C:37](=[O:43])OC(Cl)(Cl)Cl)Cl.[NH:45]1[C:49]([NH2:50])=[CH:48][CH:47]=[N:46]1.C(=O)([O-])O.[Na+]. (10) Given the product [C:1]([O:5][C:6]([NH:8][C@@H:9]([CH2:21][CH2:22][C:23]1[N:27]([CH2:28][CH2:29][CH3:30])[C:26]2[CH:31]=[CH:32][CH:33]=[CH:34][C:25]=2[N:24]=1)[C:10]([NH:12][OH:13])=[O:11])=[O:7])([CH3:2])([CH3:3])[CH3:4], predict the reactants needed to synthesize it. The reactants are: [C:1]([O:5][C:6]([NH:8][C@@H:9]([CH2:21][CH2:22][C:23]1[N:27]([CH2:28][CH2:29][CH3:30])[C:26]2[CH:31]=[CH:32][CH:33]=[CH:34][C:25]=2[N:24]=1)[C:10]([NH:12][O:13]CC1C=CC=CC=1)=[O:11])=[O:7])([CH3:4])([CH3:3])[CH3:2].